This data is from Full USPTO retrosynthesis dataset with 1.9M reactions from patents (1976-2016). The task is: Predict the reactants needed to synthesize the given product. (1) Given the product [N:2]1([CH2:8][CH2:9][N:10]([S:16]([C:19]2[CH:24]=[CH:23][C:22]([S:25][C:26]3[CH:31]=[CH:30][C:29]([CH3:32])=[CH:28][CH:27]=3)=[CH:21][CH:20]=2)(=[O:18])=[O:17])[C@@H:11]([C:13]([O:15][CH:55]2[CH2:56][CH2:57][CH2:58][CH2:59][O:54]2)=[O:14])[CH3:12])[CH2:7][CH2:6][O:5][CH2:4][CH2:3]1, predict the reactants needed to synthesize it. The reactants are: Cl.[N:2]1([CH2:8][CH2:9][N:10]([S:16]([C:19]2[CH:24]=[CH:23][C:22]([S:25][C:26]3[CH:31]=[CH:30][C:29]([CH3:32])=[CH:28][CH:27]=3)=[CH:21][CH:20]=2)(=[O:18])=[O:17])[C@@H:11]([C:13]([OH:15])=[O:14])[CH3:12])[CH2:7][CH2:6][O:5][CH2:4][CH2:3]1.C(Cl)CCl.CN1CCOCC1.ON1C2C=CC=CC=2N=N1.[O:54]1[CH2:59][CH2:58][CH2:57][CH2:56][CH:55]1ON. (2) Given the product [CH3:31][O:32][C:33]1[CH:34]=[C:35]2[C:40](=[CH:41][CH:42]=1)[C:39]1[O:43][C:45]([C:47]3[C:51]([C:52]([F:53])([F:55])[F:54])=[C:50]([C:56]4[CH:57]=[CH:58][CH:59]=[CH:60][CH:61]=4)[O:49][N:48]=3)=[N:44][C:38]=1[CH2:37][CH2:36]2, predict the reactants needed to synthesize it. The reactants are: COC1C=C2C(=CC=1)C1OC(C3ON=C(C4C=CC=CC=4)C=3C(F)(F)F)=NC=1CC2.[CH3:31][O:32][C:33]1[CH:34]=[C:35]2[C:40](=[CH:41][CH:42]=1)[C:39](=[O:43])[CH:38]([NH:44][C:45]([C:47]1[C:51]([C:52]([F:55])([F:54])[F:53])=[C:50]([C:56]3[CH:61]=[CH:60][CH:59]=[CH:58][CH:57]=3)[O:49][N:48]=1)=O)[CH2:37][CH2:36]2. (3) Given the product [F:18][C:15]([F:16])([F:17])[C:2]1([OH:1])[CH2:3][CH2:4][NH:5][CH2:6][CH2:7]1, predict the reactants needed to synthesize it. The reactants are: [OH:1][C:2]1([C:15]([F:18])([F:17])[F:16])[CH2:7][CH2:6][N:5](C(OC(C)(C)C)=O)[CH2:4][CH2:3]1.FC(F)(F)C(O)=O. (4) Given the product [F:2][C:3]1[CH:4]=[N:5][C:6]([C@@H:9]([NH:11][C:13]2[N:18]=[C:17]([C:19]([O:21][CH2:22][CH3:23])=[O:20])[C:16]([N+:24]([O-:26])=[O:25])=[C:15]([NH:27][C:28]3[CH:32]=[C:31]([CH3:33])[NH:30][N:29]=3)[N:14]=2)[CH3:10])=[N:7][CH:8]=1, predict the reactants needed to synthesize it. The reactants are: Cl.[F:2][C:3]1[CH:4]=[N:5][C:6]([C@@H:9]([NH2:11])[CH3:10])=[N:7][CH:8]=1.Cl[C:13]1[N:18]=[C:17]([C:19]([O:21][CH2:22][CH3:23])=[O:20])[C:16]([N+:24]([O-:26])=[O:25])=[C:15]([NH:27][C:28]2[CH:32]=[C:31]([CH3:33])[NH:30][N:29]=2)[N:14]=1. (5) Given the product [C:1]([O:5][C:6](=[O:36])[NH:7][C:8]1([C:12]2[CH:17]=[CH:16][C:15]([C:18]3[C:27](=[O:28])[C:26]4[CH:25]=[CH:24][N:43]5[C:56](=[O:57])[N:55]([CH3:58])[N:54]=[C:22]5[C:21]=4[O:20][C:19]=3[C:30]3[CH:35]=[CH:34][CH:33]=[CH:32][CH:31]=3)=[CH:14][CH:13]=2)[CH2:11][CH2:10][CH2:9]1)([CH3:3])([CH3:4])[CH3:2], predict the reactants needed to synthesize it. The reactants are: [C:1]([O:5][C:6](=[O:36])[NH:7][C:8]1([C:12]2[CH:17]=[CH:16][C:15]([C:18]3[C:27](=[O:28])[C:26]4[C:21](=[CH:22]C=[C:24](F)[CH:25]=4)[O:20][C:19]=3[C:30]3[CH:35]=[CH:34][CH:33]=[CH:32][CH:31]=3)=[CH:14][CH:13]=2)[CH2:11][CH2:10][CH2:9]1)([CH3:4])([CH3:3])[CH3:2].IC1C(=O)C2C=C[N:43]3[C:56](=[O:57])[N:55]([CH3:58])[N:54]=C3C=2OC=1C1C=CC=CC=1.